Predict the reaction yield, written as a fraction of the theoretical maximum amount of product (1.0 means a 100% yield; for example, 0.34 means a 34% yield). From a dataset of Reaction yield outcomes from USPTO patents with 853,638 reactions. (1) The reactants are [N:1]1[C:5]2[CH:6]=[CH:7][CH:8]=[CH:9][C:4]=2[NH:3][C:2]=1[S:10][CH2:11][CH2:12][CH2:13][C:14]([O:16][CH2:17][CH3:18])=[O:15].Br[CH2:20][C:21]1[C:30]2[C:25](=[CH:26][CH:27]=[CH:28][C:29]=2[CH3:31])[CH:24]=[CH:23][CH:22]=1.C(=O)([O-])[O-].[K+].[K+]. The catalyst is CN(C)C=O. The product is [CH3:20][C:21]1[CH:22]=[CH:23][CH:24]=[C:25]2[C:30]=1[C:29]([CH2:31][N:1]1[C:5]3[CH:6]=[CH:7][CH:8]=[CH:9][C:4]=3[N:3]=[C:2]1[S:10][CH2:11][CH2:12][CH2:13][C:14]([O:16][CH2:17][CH3:18])=[O:15])=[CH:28][CH:27]=[CH:26]2. The yield is 0.860. (2) The reactants are [CH3:1][O:2][C:3]1[CH:4]=[C:5]([CH:16]=[CH:17][CH:18]=1)[O:6][C:7]1[CH:8]=[C:9]([CH:13]=[CH:14][CH:15]=1)C(O)=O.Cl.[Cl:20][C:21]1[CH:22]=[C:23]2[C:27](=[CH:28][CH:29]=1)[NH:26][CH:25]=[C:24]2[CH2:30][CH2:31][NH2:32].CN([C:36]([O:40]N1N=NC2C=CC=NC1=2)=[N+](C)C)C.F[P-](F)(F)(F)(F)F.C(N(CC)C(C)C)(C)C. The catalyst is CN(C=O)C. The product is [Cl:20][C:21]1[CH:22]=[C:23]2[C:27](=[CH:28][CH:29]=1)[NH:26][CH:25]=[C:24]2[CH2:30][CH2:31][NH:32][C:36](=[O:40])[C:13]1[CH:14]=[CH:15][C:7]([O:6][C:5]2[CH:16]=[CH:17][CH:18]=[C:3]([O:2][CH3:1])[CH:4]=2)=[CH:8][CH:9]=1. The yield is 0.290.